From a dataset of Forward reaction prediction with 1.9M reactions from USPTO patents (1976-2016). Predict the product of the given reaction. Given the reactants [O:1]=[C:2]1[CH2:5][CH:4](C(O)=O)[CH2:3]1.C([N:11]([CH2:14]C)CC)C.C1(P(N=[N+]=[N-])(C2C=CC=CC=2)=[O:23])C=CC=CC=1.[C:33]([OH:37])([CH3:36])([CH3:35])[CH3:34], predict the reaction product. The product is: [O:1]=[C:2]1[CH2:3][CH:4]([NH:11][C:14](=[O:23])[O:37][C:33]([CH3:36])([CH3:35])[CH3:34])[CH2:5]1.